Dataset: Reaction yield outcomes from USPTO patents with 853,638 reactions. Task: Predict the reaction yield, written as a fraction of the theoretical maximum amount of product (1.0 means a 100% yield; for example, 0.34 means a 34% yield). (1) The reactants are [CH3:1][O:2][C:3]1[CH:8]=[CH:7][CH:6]=[CH:5][C:4]=1[NH:9][C:10](=[O:15])[C:11]([CH3:14])([CH3:13])[CH3:12].CN(CCN(C)C)C.[Li]CCCC.[ClH:29]. The catalyst is CCOCC. The product is [Cl:29][C:5]1[CH:6]=[CH:7][CH:8]=[C:3]([O:2][CH3:1])[C:4]=1[NH:9][C:10](=[O:15])[C:11]([CH3:12])([CH3:14])[CH3:13]. The yield is 0.410. (2) The reactants are [O:1]([CH2:8][CH2:9][CH:10]=O)[C:2]1[CH:7]=[CH:6][CH:5]=[CH:4][CH:3]=1.Cl.[C:13]([NH:17][OH:18])([CH3:16])([CH3:15])[CH3:14]. The catalyst is CO. The product is [C:13]([N+:17]([O-:18])=[CH:10][CH2:9][CH2:8][O:1][C:2]1[CH:7]=[CH:6][CH:5]=[CH:4][CH:3]=1)([CH3:16])([CH3:15])[CH3:14]. The yield is 0.360. (3) The reactants are [CH3:1][N:2]1[C:10]2[C:5](=[CH:6][C:7]([O:11][CH2:12][CH2:13][CH3:14])=[CH:8][CH:9]=2)[CH:4]=[C:3]1[C:15](OCC)=[O:16].CN1C2C(=CC(OCCC)=CC=2)C=C1CO. No catalyst specified. The product is [CH3:1][N:2]1[C:10]2[C:5](=[CH:6][C:7]([O:11][CH2:12][CH2:13][CH3:14])=[CH:8][CH:9]=2)[CH:4]=[C:3]1[CH:15]=[O:16]. The yield is 0.750. (4) The reactants are [Cl:1][C:2]1[CH:7]=[CH:6][C:5]([C@@:8]([C@@H:11]2[C@@H:18]3[C@@H:14]([O:15][C:16]([CH3:20])([CH3:19])[O:17]3)[C@H:13]([N:21]3[C:25]4[N:26]=[CH:27][N:28]=[C:29](Cl)[C:24]=4[CH:23]=[CH:22]3)[O:12]2)([OH:10])[CH3:9])=[CH:4][C:3]=1[F:31].[OH-].[NH4+:33]. The catalyst is O1CCOCC1. The product is [NH2:33][C:29]1[C:24]2[CH:23]=[CH:22][N:21]([C@H:13]3[C@@H:14]4[O:15][C:16]([CH3:20])([CH3:19])[O:17][C@@H:18]4[C@@H:11]([C@:8]([C:5]4[CH:6]=[CH:7][C:2]([Cl:1])=[C:3]([F:31])[CH:4]=4)([OH:10])[CH3:9])[O:12]3)[C:25]=2[N:26]=[CH:27][N:28]=1. The yield is 1.00. (5) The reactants are [CH3:1][C:2]1[C:15]([O:16][CH3:17])=[CH:14][C:5]2[N:6]([CH2:10][C:11]([OH:13])=O)[C:7](=[O:9])[O:8][C:4]=2[CH:3]=1.CN([P+](ON1N=NC2C=CC=CC1=2)(N(C)C)N(C)C)C.F[P-](F)(F)(F)(F)F.C(N(C(C)C)CC)(C)C.[C:54]1([C:70]2[CH:75]=[CH:74][CH:73]=[CH:72][CH:71]=2)[CH:59]=[CH:58][C:57]([CH:60]([NH:68][CH3:69])[CH2:61][N:62]2[CH2:67][CH2:66][O:65][CH2:64][CH2:63]2)=[CH:56][CH:55]=1. The catalyst is C(Cl)Cl. The product is [C:54]1([C:70]2[CH:75]=[CH:74][CH:73]=[CH:72][CH:71]=2)[CH:55]=[CH:56][C:57]([CH:60]([N:68]([CH3:69])[C:11](=[O:13])[CH2:10][N:6]2[C:5]3[CH:14]=[C:15]([O:16][CH3:17])[C:2]([CH3:1])=[CH:3][C:4]=3[O:8][C:7]2=[O:9])[CH2:61][N:62]2[CH2:63][CH2:64][O:65][CH2:66][CH2:67]2)=[CH:58][CH:59]=1. The yield is 0.250. (6) The reactants are [C:1]([C:5]1[N:6]=[C:7]([NH:10][C:11]([C:13]2[CH:24]=[CH:23][N:16]3[C:17](=[O:22])[CH2:18][C:19](=O)[N:20]=[C:15]3[CH:14]=2)=[O:12])[S:8][CH:9]=1)([CH3:4])([CH3:3])[CH3:2].C(N(C(C)C)CC)(C)C.P(Cl)(OC1C=CC=CC=1)(OC1C=CC=CC=1)=O.FC(F)(F)C(O)=O.[CH3:58][N:59]([CH3:68])[C:60]([CH:62]1[CH2:67][CH2:66][CH2:65][NH:64][CH2:63]1)=[O:61].C(=O)([O-])O.[Na+]. The catalyst is CN(C)C=O.C(#N)C. The product is [C:1]([C:5]1[N:6]=[C:7]([NH:10][C:11]([C:13]2[CH:24]=[CH:23][N:16]3[C:17](=[O:22])[CH:18]=[C:19]([N:64]4[CH2:65][CH2:66][CH2:67][CH:62]([C:60]([N:59]([CH3:68])[CH3:58])=[O:61])[CH2:63]4)[N:20]=[C:15]3[CH:14]=2)=[O:12])[S:8][CH:9]=1)([CH3:2])([CH3:4])[CH3:3]. The yield is 0.203.